Task: Predict the reaction yield, written as a fraction of the theoretical maximum amount of product (1.0 means a 100% yield; for example, 0.34 means a 34% yield).. Dataset: Reaction yield outcomes from USPTO patents with 853,638 reactions (1) The reactants are I[C:2]1([C:7]2[S:8][CH:9]=[CH:10][C:11]=2C2SC=CC=2)[CH2:6][CH:5]=[CH:4][S:3]1.[CH2:17]([O:21][P:22]([C:29]1[CH:30]=[C:31]([C:47]2[S:48][C:49]([Sn](CCCC)(CCCC)CCCC)=[C:50]([P:52]([O:59][CH2:60][CH2:61][CH2:62][CH3:63])([O:54][CH2:55][CH2:56][CH2:57][CH3:58])=[O:53])[CH:51]=2)[S:32][C:33]=1[Sn](CCCC)(CCCC)CCCC)([O:24][CH2:25][CH2:26][CH2:27][CH3:28])=[O:23])[CH2:18][CH2:19][CH3:20].[F-].[K+]. The catalyst is C1(C)C=CC=CC=1. The product is [CH2:55]([O:54][P:52]([C:50]1[CH:51]=[C:47]([C:31]2[S:32][C:33]([C:9]3[S:8][C:7]([C:2]4[S:3][C:4]([C:2]5[S:3][CH:4]=[CH:5][CH:6]=5)=[CH:5][CH:6]=4)=[CH:11][CH:10]=3)=[C:29]([P:22]([O:21][CH2:17][CH2:18][CH2:19][CH3:20])([O:24][CH2:25][CH2:26][CH2:27][CH3:28])=[O:23])[CH:30]=2)[S:48][C:49]=1[C:7]1[S:8][C:9]([C:9]2[S:8][C:7]([C:2]3[S:3][CH:4]=[CH:5][CH:6]=3)=[CH:11][CH:10]=2)=[CH:10][CH:11]=1)([O:59][CH2:60][CH2:61][CH2:62][CH3:63])=[O:53])[CH2:56][CH2:57][CH3:58]. The yield is 0.730. (2) The reactants are Br[C:2]1[CH:3]=[CH:4][C:5]([NH:10][C:11]2[CH:16]=[CH:15][C:14]([C:17]([N:19]3[CH2:24][CH2:23][O:22][CH2:21][CH2:20]3)=[O:18])=[CH:13][CH:12]=2)=[C:6]([CH:9]=1)[C:7]#[N:8].C([O-])([O-])=O.[Na+].[Na+].C1(C)C=CC=CC=1.[CH3:38][C:39]1[CH:40]=[C:41](B(O)O)[CH:42]=[CH:43][C:44]=1[CH3:45]. The catalyst is CO.C(Cl)Cl.C1C=CC([P]([Pd]([P](C2C=CC=CC=2)(C2C=CC=CC=2)C2C=CC=CC=2)([P](C2C=CC=CC=2)(C2C=CC=CC=2)C2C=CC=CC=2)[P](C2C=CC=CC=2)(C2C=CC=CC=2)C2C=CC=CC=2)(C2C=CC=CC=2)C2C=CC=CC=2)=CC=1. The product is [CH3:38][C:39]1[CH:40]=[C:41]([C:2]2[CH:3]=[CH:4][C:5]([NH:10][C:11]3[CH:16]=[CH:15][C:14]([C:17]([N:19]4[CH2:24][CH2:23][O:22][CH2:21][CH2:20]4)=[O:18])=[CH:13][CH:12]=3)=[C:6]([C:7]#[N:8])[CH:9]=2)[CH:42]=[CH:43][C:44]=1[CH3:45]. The yield is 0.770. (3) The reactants are [CH3:1][C:2]1[C:3](=[O:25])[N:4]([C:8]2[CH:9]=[C:10]([NH:17][C:18](=[O:24])[O:19][C:20]([CH3:23])([CH3:22])[CH3:21])[CH:11]=[C:12]([N+:14]([O-])=O)[CH:13]=2)[C:5](=[O:7])[CH:6]=1.Cl[Sn]Cl.C(OCC)(=O)C. The catalyst is CCO. The product is [NH2:14][C:12]1[CH:11]=[C:10]([NH:17][C:18](=[O:24])[O:19][C:20]([CH3:23])([CH3:22])[CH3:21])[CH:9]=[C:8]([N:4]2[C:5](=[O:7])[CH:6]=[C:2]([CH3:1])[C:3]2=[O:25])[CH:13]=1. The yield is 0.800. (4) The reactants are Br[C:2]1[CH:7]=[CH:6][C:5]([F:8])=[CH:4][C:3]=1[CH3:9].C([Li])CCC.C[O:16][B:17](OC)[O:18]C.[OH-].[Na+]. The catalyst is O1CCCC1. The product is [CH3:9][C:3]1[CH:4]=[C:5]([F:8])[CH:6]=[CH:7][C:2]=1[B:17]([OH:18])[OH:16]. The yield is 0.810. (5) The reactants are [F:1][C:2]1[CH:7]=[C:6]([I:8])[CH:5]=[CH:4][C:3]=1[NH:9][C:10](=[O:18])[CH:11]([NH2:17])[CH2:12][C:13]([CH3:16])([CH3:15])[CH3:14].[C:19]([O:23][C:24]([NH:26][C@H:27]([C:31]1[CH:36]=[CH:35][C:34]([O:37][CH2:38][CH2:39][O:40][C:41]([CH3:44])([CH3:43])[CH3:42])=[CH:33][CH:32]=1)[C:28](O)=[O:29])=[O:25])([CH3:22])([CH3:21])[CH3:20].ON1C2C=CC=CC=2N=N1.C(N(C(C)C)CC)(C)C. The catalyst is CN(C)C=O.C(OCC)(=O)C. The product is [C:19]([O:23][C:24](=[O:25])[NH:26][C@H:27]([C:31]1[CH:32]=[CH:33][C:34]([O:37][CH2:38][CH2:39][O:40][C:41]([CH3:44])([CH3:43])[CH3:42])=[CH:35][CH:36]=1)[C:28](=[O:29])[NH:17][C@H:11]([C:10](=[O:18])[NH:9][C:3]1[CH:4]=[CH:5][C:6]([I:8])=[CH:7][C:2]=1[F:1])[CH2:12][C:13]([CH3:14])([CH3:15])[CH3:16])([CH3:21])([CH3:22])[CH3:20]. The yield is 0.910.